From a dataset of Catalyst prediction with 721,799 reactions and 888 catalyst types from USPTO. Predict which catalyst facilitates the given reaction. (1) Reactant: [Cl:1][C:2]1[C:3]([C:9]2[N:14]=[C:13]([NH:15][CH2:16][CH:17]3[CH2:22][CH2:21][O:20][CH2:19][CH2:18]3)[CH:12]=[N:11][C:10]=2[CH3:23])=[CH:4][C:5](F)=[N:6][CH:7]=1.[OH-].[NH4+:25]. Product: [NH2:25][C:5]1[CH:4]=[C:3]([C:9]2[N:14]=[C:13]([NH:15][CH2:16][CH:17]3[CH2:22][CH2:21][O:20][CH2:19][CH2:18]3)[CH:12]=[N:11][C:10]=2[CH3:23])[C:2]([Cl:1])=[CH:7][N:6]=1. The catalyst class is: 58. (2) Reactant: [F:1][C:2]1[CH:7]=[CH:6][C:5]([CH2:8][C:9]([C:11]2[CH:12]=[C:13]([CH3:22])[C:14]3[O:19][CH2:18][C:17](=[O:20])[NH:16][C:15]=3[CH:21]=2)=[O:10])=[CH:4][CH:3]=1.[BrH:23].[NH+]1C=CC=CC=1.[S:30]([O-:33])([O-:32])=[O:31].[Na+:34].[Na+].O. Product: [S:30]([O-:33])([O-:32])=[O:31].[Na+:34].[Na+:34].[Br:23][CH:8]([C:5]1[CH:6]=[CH:7][C:2]([F:1])=[CH:3][CH:4]=1)[C:9]([C:11]1[CH:12]=[C:13]([CH3:22])[C:14]2[O:19][CH2:18][C:17](=[O:20])[NH:16][C:15]=2[CH:21]=1)=[O:10]. The catalyst class is: 15. (3) Reactant: Cl[C:2]1[N:7]=[C:6]([CH3:8])[C:5]([F:9])=[CH:4][N:3]=1.Cl.[F:11][C:12]1([F:18])[CH2:17][CH2:16][NH:15][CH2:14][CH2:13]1.CN1C(=O)CCC1. Product: [F:11][C:12]1([F:18])[CH2:17][CH2:16][N:15]([C:2]2[N:7]=[C:6]([CH3:8])[C:5]([F:9])=[CH:4][N:3]=2)[CH2:14][CH2:13]1. The catalyst class is: 25. (4) Reactant: [C:1]([C:5]1[CH:12]=[CH:11][C:8]([CH:9]=O)=[CH:7][CH:6]=1)([CH3:4])([CH3:3])[CH3:2].[F:13][C:14]([F:25])([F:24])[C:15]1[CH:16]=[C:17]([CH2:21][CH2:22][NH2:23])[CH:18]=[CH:19][CH:20]=1.[BH4-].[Na+]. Product: [C:1]([C:5]1[CH:12]=[CH:11][C:8]([CH2:9][NH:23][CH2:22][CH2:21][C:17]2[CH:18]=[CH:19][CH:20]=[C:15]([C:14]([F:13])([F:24])[F:25])[CH:16]=2)=[CH:7][CH:6]=1)([CH3:4])([CH3:3])[CH3:2]. The catalyst class is: 240. (5) Reactant: [Cl:1][C:2]1[CH:25]=[CH:24][CH:23]=[C:22]([Cl:26])[C:3]=1[CH2:4][O:5][C:6]1[C:7]([NH2:21])=[N:8][CH:9]=[C:10]([C:12]2[CH:13]=[C:14]3[C:18](=[CH:19][CH:20]=2)[NH:17][CH:16]=[CH:15]3)[CH:11]=1.FC(F)(F)C(O)=O.[CH3:34][N:35]1[CH2:40][CH2:39][C:38](=O)[CH2:37][CH2:36]1. Product: [Cl:1][C:2]1[CH:25]=[CH:24][CH:23]=[C:22]([Cl:26])[C:3]=1[CH2:4][O:5][C:6]1[C:7]([NH2:21])=[N:8][CH:9]=[C:10]([C:12]2[CH:13]=[C:14]3[C:18](=[CH:19][CH:20]=2)[NH:17][CH:16]=[C:15]3[C:38]2[CH2:39][CH2:40][N:35]([CH3:34])[CH2:36][CH:37]=2)[CH:11]=1. The catalyst class is: 15. (6) Reactant: [O:1]=[C:2]1[CH2:7][NH:6][CH2:5][CH2:4][N:3]1[CH:8]1[CH2:17][CH2:16][C:15]2[CH:14]=[C:13]([C:18]#[N:19])[CH:12]=[CH:11][C:10]=2[CH2:9]1.[N:20]1([C:25]2[CH:30]=[CH:29][C:28]([CH2:31][C:32](O)=[O:33])=[CH:27][CH:26]=2)[CH:24]=[N:23][N:22]=[N:21]1.C(Cl)CCl. Product: [O:1]=[C:2]1[CH2:7][N:6]([C:32](=[O:33])[CH2:31][C:28]2[CH:27]=[CH:26][C:25]([N:20]3[CH:24]=[N:23][N:22]=[N:21]3)=[CH:30][CH:29]=2)[CH2:5][CH2:4][N:3]1[CH:8]1[CH2:17][CH2:16][C:15]2[CH:14]=[C:13]([C:18]#[N:19])[CH:12]=[CH:11][C:10]=2[CH2:9]1. The catalyst class is: 64.